From a dataset of Reaction yield outcomes from USPTO patents with 853,638 reactions. Predict the reaction yield, written as a fraction of the theoretical maximum amount of product (1.0 means a 100% yield; for example, 0.34 means a 34% yield). (1) The reactants are [C:1]1([C:15]([O:17][CH2:18][CH3:19])=[O:16])[CH:6]=[C:5]([C:7]([O-:9])=O)[CH:4]=[C:3]([C:10]([O:12][CH2:13][CH3:14])=[O:11])[CH:2]=1.ON1C2C=CC=CC=2N=N1.Cl.[CH3:31][N:32](C)[CH2:33][CH2:34][CH2:35]N=C=NCC.CNCCC. The catalyst is ClCCl. The product is [CH2:13]([O:12][C:10](=[O:11])[C:3]1[CH:4]=[C:5]([C:7](=[O:9])[N:32]([CH3:31])[CH2:33][CH2:34][CH3:35])[CH:6]=[C:1]([C:15]([O:17][CH2:18][CH3:19])=[O:16])[CH:2]=1)[CH3:14]. The yield is 0.680. (2) The reactants are [C@@H:1]1([C:10]2[C:11](=[O:17])[NH:12][CH:13]=[C:14](I)[CH:15]=2)[O:7][C@H:6]([CH2:8][OH:9])[C@@H:4]([OH:5])[C@H:2]1[OH:3].C(N(CC)CC)C.[C:25]1([C:31]#[CH:32])[CH:30]=[CH:29][CH:28]=[CH:27][CH:26]=1.C(OCC)(=O)C. The catalyst is CN(C=O)C.[Cu]I.C1C=CC([P]([Pd]([P](C2C=CC=CC=2)(C2C=CC=CC=2)C2C=CC=CC=2)([P](C2C=CC=CC=2)(C2C=CC=CC=2)C2C=CC=CC=2)[P](C2C=CC=CC=2)(C2C=CC=CC=2)C2C=CC=CC=2)(C2C=CC=CC=2)C2C=CC=CC=2)=CC=1. The product is [C@@H:1]1([C:10]2[C:11](=[O:17])[NH:12][CH:13]=[C:14]([C:32]#[C:31][C:25]3[CH:30]=[CH:29][CH:28]=[CH:27][CH:26]=3)[CH:15]=2)[O:7][C@H:6]([CH2:8][OH:9])[C@@H:4]([OH:5])[C@H:2]1[OH:3]. The yield is 0.920. (3) The reactants are [H-].[Na+].[C:3](OCC)(=[O:5])[CH3:4].[CH:9]1([O:14][C:15]2[CH:16]=[C:17]([C:23](=[O:25])[CH3:24])[CH:18]=[CH:19][C:20]=2[O:21][CH3:22])[CH2:13][CH2:12][CH2:11][CH2:10]1. The catalyst is O1CCCC1.C(O)C.C1OCCOC2C(=CC=CC=2)OCCOCCOC2C(=CC=CC=2)OC1. The product is [CH:9]1([O:14][C:15]2[CH:16]=[C:17]([C:23](=[O:25])[CH2:24][C:3](=[O:5])[CH3:4])[CH:18]=[CH:19][C:20]=2[O:21][CH3:22])[CH2:10][CH2:11][CH2:12][CH2:13]1. The yield is 0.860.